Dataset: NCI-60 drug combinations with 297,098 pairs across 59 cell lines. Task: Regression. Given two drug SMILES strings and cell line genomic features, predict the synergy score measuring deviation from expected non-interaction effect. (1) Drug 1: C1=CC(=CC=C1CCC2=CNC3=C2C(=O)NC(=N3)N)C(=O)NC(CCC(=O)O)C(=O)O. Drug 2: CCN(CC)CCCC(C)NC1=C2C=C(C=CC2=NC3=C1C=CC(=C3)Cl)OC. Cell line: HCC-2998. Synergy scores: CSS=50.0, Synergy_ZIP=-1.99, Synergy_Bliss=-3.49, Synergy_Loewe=4.37, Synergy_HSA=5.14. (2) Synergy scores: CSS=35.9, Synergy_ZIP=-11.7, Synergy_Bliss=-2.88, Synergy_Loewe=-33.3, Synergy_HSA=-0.303. Cell line: OVCAR-5. Drug 1: C1C(C(OC1N2C=NC3=C(N=C(N=C32)Cl)N)CO)O. Drug 2: C(CC(=O)O)C(=O)CN.Cl. (3) Drug 1: C1CCC(C1)C(CC#N)N2C=C(C=N2)C3=C4C=CNC4=NC=N3. Drug 2: C1=NNC2=C1C(=O)NC=N2. Cell line: BT-549. Synergy scores: CSS=-0.683, Synergy_ZIP=2.99, Synergy_Bliss=6.52, Synergy_Loewe=1.78, Synergy_HSA=2.64. (4) Drug 1: CN(CCCl)CCCl.Cl. Drug 2: B(C(CC(C)C)NC(=O)C(CC1=CC=CC=C1)NC(=O)C2=NC=CN=C2)(O)O. Cell line: M14. Synergy scores: CSS=52.8, Synergy_ZIP=-5.15, Synergy_Bliss=-5.61, Synergy_Loewe=-5.21, Synergy_HSA=-2.11.